This data is from Reaction yield outcomes from USPTO patents with 853,638 reactions. The task is: Predict the reaction yield, written as a fraction of the theoretical maximum amount of product (1.0 means a 100% yield; for example, 0.34 means a 34% yield). (1) The reactants are [NH2:1][C:2]1[C:21]([C:22]2[CH:23]=[CH:24][C:25]3[O:38][CH2:37][N:28]4[C:29]5[CH:30]=[CH:31][CH:32]=[C:33]([F:36])[C:34]=5[CH:35]=[C:27]4[C:26]=3[N:39]=2)=[CH:20][C:5]2[C:6]([C:16]([NH:18][CH3:19])=[O:17])=[C:7]([C:9]3[CH:14]=[CH:13][C:12]([F:15])=[CH:11][CH:10]=3)[O:8][C:4]=2[CH:3]=1.N1C=CC=CC=1.[CH3:46][S:47](Cl)(=[O:49])=[O:48]. The catalyst is ClCCl. The product is [F:36][C:33]1[C:34]2[CH:35]=[C:27]3[C:26]4[N:39]=[C:22]([C:21]5[C:2]([NH:1][S:47]([CH3:46])(=[O:49])=[O:48])=[CH:3][C:4]6[O:8][C:7]([C:9]7[CH:14]=[CH:13][C:12]([F:15])=[CH:11][CH:10]=7)=[C:6]([C:16]([NH:18][CH3:19])=[O:17])[C:5]=6[CH:20]=5)[CH:23]=[CH:24][C:25]=4[O:38][CH2:37][N:28]3[C:29]=2[CH:30]=[CH:31][CH:32]=1. The yield is 0.960. (2) The reactants are [C:1]1(=[O:11])[NH:5][C:4](=[O:6])[C:3]2=[CH:7][CH:8]=[CH:9][CH:10]=[C:2]12.[K].Br[CH2:14][CH2:15][CH2:16][CH2:17][C:18]([CH3:28])([CH3:27])[CH2:19][O:20][CH:21]1[CH2:26][CH2:25][CH2:24][CH2:23][O:22]1. The catalyst is CN(C=O)C. The product is [CH3:27][C:18]([CH3:28])([CH2:17][CH2:16][CH2:15][CH2:14][N:5]1[C:1](=[O:11])[C:2]2=[CH:10][CH:9]=[CH:8][CH:7]=[C:3]2[C:4]1=[O:6])[CH2:19][O:20][CH:21]1[CH2:26][CH2:25][CH2:24][CH2:23][O:22]1. The yield is 0.900. (3) The reactants are Cl.[NH2:2][C:3]1([C:6]([O:8][CH3:9])=[O:7])[CH2:5][CH2:4]1.[C:10]([C:14]1[CH:15]=[C:16]([CH:20]=[C:21]([C:24]([CH3:27])([CH3:26])[CH3:25])[C:22]=1[OH:23])[C:17](O)=[O:18])([CH3:13])([CH3:12])[CH3:11].CN(C(ON1N=NC2C=CC=NC1=2)=[N+](C)C)C.F[P-](F)(F)(F)(F)F. The catalyst is C(Cl)Cl. The product is [C:24]([C:21]1[CH:20]=[C:16]([CH:15]=[C:14]([C:10]([CH3:13])([CH3:12])[CH3:11])[C:22]=1[OH:23])[C:17]([NH:2][C:3]1([C:6]([O:8][CH3:9])=[O:7])[CH2:5][CH2:4]1)=[O:18])([CH3:27])([CH3:26])[CH3:25]. The yield is 0.576. (4) The reactants are [Br:1][C:2]1[CH:3]=[C:4]([C:8]([OH:10])=[O:9])[S:5][C:6]=1[CH3:7].[CH3:11]O. The catalyst is OS(O)(=O)=O. The product is [Br:1][C:2]1[CH:3]=[C:4]([C:8]([O:10][CH3:11])=[O:9])[S:5][C:6]=1[CH3:7]. The yield is 0.940. (5) The reactants are [CH3:1][C:2]1[C:6]([C:7]2[C:8]([C:15]3[CH:20]=[CH:19][C:18]([O:21]C)=[CH:17][CH:16]=3)=[N:9][N:10]([CH3:14])[C:11]=2[CH:12]=O)=[C:5]([CH3:23])[O:4][N:3]=1.Cl.[NH2:25][OH:26].N1C=CC=CC=1.Cl.B(F)(F)F. The catalyst is CCO.C(Cl)Cl.CO. The product is [CH3:1][C:2]1[C:6]([C:7]2[C:8]([C:15]3[CH:20]=[CH:19][C:18]([OH:21])=[CH:17][CH:16]=3)=[N:9][N:10]([CH3:14])[C:11]=2[CH:12]=[N:25][OH:26])=[C:5]([CH3:23])[O:4][N:3]=1. The yield is 0.320. (6) The yield is 0.290. The catalyst is O1CCCC1.O. The reactants are [F:1][C:2]1[CH:38]=[CH:37][C:5]2[N:6]([C:14]3[C:15]([CH3:36])=[C:16]([CH:33]=[CH:34][CH:35]=3)[CH2:17][NH:18][C:19]3[CH:32]=[CH:31][C:22]4[C@H:23]([CH2:26][C:27]([O:29]C)=[O:28])[CH2:24][O:25][C:21]=4[CH:20]=3)[C:7]([C@H:9]3[CH2:13][CH2:12][CH2:11][O:10]3)=[N:8][C:4]=2[CH:3]=1.O.[OH-].[Li+].Cl. The product is [F:1][C:2]1[CH:38]=[CH:37][C:5]2[N:6]([C:14]3[C:15]([CH3:36])=[C:16]([CH:33]=[CH:34][CH:35]=3)[CH2:17][NH:18][C:19]3[CH:32]=[CH:31][C:22]4[C@H:23]([CH2:26][C:27]([OH:29])=[O:28])[CH2:24][O:25][C:21]=4[CH:20]=3)[C:7]([C@H:9]3[CH2:13][CH2:12][CH2:11][O:10]3)=[N:8][C:4]=2[CH:3]=1. (7) The catalyst is ClCCCl. The yield is 0.490. The product is [NH2:4][C@:5]1([C:22]([OH:23])=[O:49])[C@@H:9]([CH2:10][CH2:11][CH2:12][B:13]([OH:14])[OH:17])[CH2:8][N:7]([CH2:38][CH2:37][NH:36][CH2:29][C:30]2[CH:35]=[CH:34][CH:33]=[CH:32][CH:31]=2)[CH2:6]1. The reactants are C([NH:4][C@:5]1([C:22](NC(C)(C)C)=[O:23])[C@@H:9]([CH2:10][CH2:11][CH2:12][B:13]2[O:17]C(C)(C)C(C)(C)[O:14]2)[CH2:8][NH:7][CH2:6]1)(=O)C.[CH2:29]([N:36](C(OC(C)(C)C)=O)[CH2:37][CH:38]=O)[C:30]1[CH:35]=[CH:34][CH:33]=[CH:32][CH:31]=1.C(O[BH-](OC(=O)C)OC(=O)C)(=[O:49])C.[Na+].C(=O)([O-])[O-].[Na+].[Na+].